From a dataset of NCI-60 drug combinations with 297,098 pairs across 59 cell lines. Regression. Given two drug SMILES strings and cell line genomic features, predict the synergy score measuring deviation from expected non-interaction effect. (1) Drug 1: CC1=C2C(C(=O)C3(C(CC4C(C3C(C(C2(C)C)(CC1OC(=O)C(C(C5=CC=CC=C5)NC(=O)OC(C)(C)C)O)O)OC(=O)C6=CC=CC=C6)(CO4)OC(=O)C)OC)C)OC. Drug 2: CC1C(C(CC(O1)OC2CC(CC3=C2C(=C4C(=C3O)C(=O)C5=CC=CC=C5C4=O)O)(C(=O)C)O)N)O. Cell line: HOP-92. Synergy scores: CSS=45.1, Synergy_ZIP=-10.1, Synergy_Bliss=-11.1, Synergy_Loewe=-3.40, Synergy_HSA=-0.233. (2) Drug 1: CC1=C2C(C(=O)C3(C(CC4C(C3C(C(C2(C)C)(CC1OC(=O)C(C(C5=CC=CC=C5)NC(=O)OC(C)(C)C)O)O)OC(=O)C6=CC=CC=C6)(CO4)OC(=O)C)OC)C)OC. Drug 2: C1=NC2=C(N=C(N=C2N1C3C(C(C(O3)CO)O)F)Cl)N. Cell line: OVCAR-4. Synergy scores: CSS=34.4, Synergy_ZIP=1.73, Synergy_Bliss=0.424, Synergy_Loewe=-21.9, Synergy_HSA=3.02.